From a dataset of CYP2D6 inhibition data for predicting drug metabolism from PubChem BioAssay. Regression/Classification. Given a drug SMILES string, predict its absorption, distribution, metabolism, or excretion properties. Task type varies by dataset: regression for continuous measurements (e.g., permeability, clearance, half-life) or binary classification for categorical outcomes (e.g., BBB penetration, CYP inhibition). Dataset: cyp2d6_veith. The molecule is [N-]=[N+]=NCC(N)=O. The result is 0 (non-inhibitor).